This data is from Forward reaction prediction with 1.9M reactions from USPTO patents (1976-2016). The task is: Predict the product of the given reaction. (1) Given the reactants [CH2:1]([C@@H:5]1[NH:10][CH2:9][C@H:8]([CH2:11][CH2:12][CH3:13])[NH:7][C:6]1=[O:14])[CH:2]([CH3:4])[CH3:3].[F:15][C:16]1[CH:21]=[CH:20][C:19]([C:22]2[O:26][N:25]=[C:24]([CH:27]=O)[CH:23]=2)=[CH:18][CH:17]=1.C([C@@H]1N(CC2C=C(C3C=CC=CC=3)ON=2)C[C@H](CC(C)C)NC1=O)C(C)C, predict the reaction product. The product is: [F:15][C:16]1[CH:17]=[CH:18][C:19]([C:22]2[O:26][N:25]=[C:24]([CH2:27][N:10]3[CH2:9][C@H:8]([CH2:11][CH2:12][CH3:13])[NH:7][C:6](=[O:14])[C@@H:5]3[CH2:1][CH:2]([CH3:4])[CH3:3])[CH:23]=2)=[CH:20][CH:21]=1. (2) Given the reactants [CH2:1]([O:8][CH2:9][C@@H:10]([O:14][Si](C)(C)C)[CH2:11][C:12]#[N:13])[C:2]1[CH:7]=[CH:6][CH:5]=[CH:4][CH:3]=1.[F-].C([N+](CCCC)(CCCC)CCCC)CCC, predict the reaction product. The product is: [CH2:1]([O:8][CH2:9][C@@H:10]([OH:14])[CH2:11][C:12]#[N:13])[C:2]1[CH:7]=[CH:6][CH:5]=[CH:4][CH:3]=1. (3) Given the reactants [N:1]12[CH2:8][CH2:7][CH:4]([CH2:5][CH2:6]1)[C@H:3]([NH:9][C:10]([C:12]1[CH:13]=[CH:14][CH:15]=[C:16]3[O:20][C:19]([C:21]4[CH:26]=[CH:25][CH:24]=[CH:23][C:22]=4[OH:27])=[N:18][C:17]=13)=[O:11])[CH2:2]2.[ClH:28], predict the reaction product. The product is: [ClH:28].[N:1]12[CH2:6][CH2:5][CH:4]([CH2:7][CH2:8]1)[C@H:3]([NH:9][C:10]([C:12]1[CH:13]=[CH:14][CH:15]=[C:16]3[O:20][C:19]([C:21]4[CH:26]=[CH:25][CH:24]=[CH:23][C:22]=4[OH:27])=[N:18][C:17]=13)=[O:11])[CH2:2]2. (4) Given the reactants C([Li])CCC.[CH2:6]([CH2:8][S:9]([O-:12])(=[O:11])=[O:10])[CH3:7].P(Cl)(O[CH2:19][CH3:20])(OCC)=O.[Br:22][C:23]1[CH:30]=[CH:29]C(C=O)=[CH:25][CH:24]=1, predict the reaction product. The product is: [Br:22][C:23]1[CH:30]=[CH:29][C:7](/[CH:6]=[CH:8]/[S:9]([O:12][CH2:19][CH3:20])(=[O:11])=[O:10])=[CH:25][CH:24]=1.